This data is from Peptide-MHC class I binding affinity with 185,985 pairs from IEDB/IMGT. The task is: Regression. Given a peptide amino acid sequence and an MHC pseudo amino acid sequence, predict their binding affinity value. This is MHC class I binding data. (1) The MHC is HLA-A03:01 with pseudo-sequence HLA-A03:01. The peptide sequence is AEIESATLF. The binding affinity (normalized) is 0.0847. (2) The peptide sequence is QAVNNLVEL. The MHC is H-2-Db with pseudo-sequence H-2-Db. The binding affinity (normalized) is 0.557. (3) The peptide sequence is ILATLNTLIT. The MHC is HLA-A68:02 with pseudo-sequence HLA-A68:02. The binding affinity (normalized) is 0.304. (4) The peptide sequence is YENAFLPFTL. The MHC is HLA-B18:01 with pseudo-sequence HLA-B18:01. The binding affinity (normalized) is 0.585. (5) The peptide sequence is WTDLFDNKV. The MHC is HLA-B15:17 with pseudo-sequence HLA-B15:17. The binding affinity (normalized) is 0.0847. (6) The peptide sequence is AMAAAAAPY. The MHC is HLA-B15:01 with pseudo-sequence HLA-B15:01. The binding affinity (normalized) is 0.474.